This data is from Forward reaction prediction with 1.9M reactions from USPTO patents (1976-2016). The task is: Predict the product of the given reaction. Given the reactants [CH2:1]([C:5]1[S:9][C:8]([C:10]([O:12][CH2:13][CH3:14])=[O:11])=[N:7][N:6]=1)[CH2:2][C:3]#[CH:4].I[C:16]1[N:21]=[N:20][C:19]([NH2:22])=[CH:18][CH:17]=1, predict the reaction product. The product is: [NH2:22][C:19]1[N:20]=[N:21][C:16]([C:4]#[C:3][CH2:2][CH2:1][C:5]2[S:9][C:8]([C:10]([O:12][CH2:13][CH3:14])=[O:11])=[N:7][N:6]=2)=[CH:17][CH:18]=1.